From a dataset of Forward reaction prediction with 1.9M reactions from USPTO patents (1976-2016). Predict the product of the given reaction. (1) Given the reactants Cl[C:2]1[N:7]2[N:8]=[CH:9][CH:10]=[C:6]2[N:5]=[C:4]([NH:11][C:12](=[O:23])[C:13]2[CH:18]=[CH:17][C:16]([C:19]([OH:22])([CH3:21])[CH3:20])=[CH:15][CH:14]=2)[CH:3]=1.[CH3:24][N:25]([CH3:31])[C@H:26]1[CH2:30][CH2:29][NH:28][CH2:27]1, predict the reaction product. The product is: [CH3:24][N:25]([CH3:31])[C@H:26]1[CH2:30][CH2:29][N:28]([C:2]2[N:7]3[N:8]=[CH:9][CH:10]=[C:6]3[N:5]=[C:4]([NH:11][C:12](=[O:23])[C:13]3[CH:18]=[CH:17][C:16]([C:19]([OH:22])([CH3:21])[CH3:20])=[CH:15][CH:14]=3)[CH:3]=2)[CH2:27]1. (2) The product is: [C:1]([C:3]1[CH:8]=[CH:7][C:6]([C@@H:9]2[C:14]([C:15]#[N:16])=[C:13]([CH3:17])[N:12]([C:18]3[CH:23]=[CH:22][CH:21]=[C:20]([C:24]([F:27])([F:26])[F:25])[CH:19]=3)[C:11](=[O:28])[N:10]2[S:41]([C:38]2[CH:39]=[CH:40][C:35]([CH3:45])=[CH:36][CH:37]=2)(=[O:43])=[O:42])=[C:5]([S:29]([CH3:32])(=[O:31])=[O:30])[CH:4]=1)#[N:2]. Given the reactants [C:1]([C:3]1[CH:8]=[CH:7][C:6]([C@@H:9]2[C:14]([C:15]#[N:16])=[C:13]([CH3:17])[N:12]([C:18]3[CH:23]=[CH:22][CH:21]=[C:20]([C:24]([F:27])([F:26])[F:25])[CH:19]=3)[C:11](=[O:28])[NH:10]2)=[C:5]([S:29]([CH3:32])(=[O:31])=[O:30])[CH:4]=1)#[N:2].[H-].[Na+].[C:35]1([CH3:45])[CH:40]=[CH:39][C:38]([S:41](Cl)(=[O:43])=[O:42])=[CH:37][CH:36]=1, predict the reaction product. (3) Given the reactants [CH:1]1([C:6]([O:8]CC)=O)[CH2:5][CH2:4][CH2:3][CH2:2]1.[C:11](#[N:13])[CH3:12].[H-].[Na+], predict the reaction product. The product is: [CH:1]1([C:6](=[O:8])[CH2:12][C:11]#[N:13])[CH2:2][CH2:3][CH2:4][CH2:5]1.